Dataset: Full USPTO retrosynthesis dataset with 1.9M reactions from patents (1976-2016). Task: Predict the reactants needed to synthesize the given product. (1) Given the product [NH2:29][C:25]1[CH:24]=[C:23]([NH:22][C:13]2[C:12]3[C:17](=[CH:18][N:19]=[C:10]([NH:9][CH2:8][CH2:7][N:4]4[CH2:5][CH2:6][O:1][CH2:2][CH2:3]4)[CH:11]=3)[N:16]=[CH:15][C:14]=2[C:20]#[N:21])[CH:28]=[CH:27][CH:26]=1, predict the reactants needed to synthesize it. The reactants are: [O:1]1[CH2:6][CH2:5][N:4]([CH2:7][CH2:8][NH:9][C:10]2[CH:11]=[C:12]3[C:17](=[CH:18][N:19]=2)[N:16]=[CH:15][C:14]([C:20]#[N:21])=[C:13]3[NH:22][C:23]2[CH:28]=[CH:27][CH:26]=[C:25]([N+:29]([O-])=O)[CH:24]=2)[CH2:3][CH2:2]1.O.O.Cl[Sn]Cl.O.C(=O)(O)[O-].[Na+]. (2) Given the product [CH:2]([C:5]1[N:10]=[C:9]2[O:11][C:12]([C:18]3[CH:23]=[CH:22][C:21]([F:24])=[CH:20][CH:19]=3)=[C:13]([C:14](=[O:17])[NH:15][CH3:16])[C:8]2=[CH:7][C:6]=1[C:25]1[CH:26]=[C:27]([CH:35]=[CH:36][CH:37]=1)[C:28]([O:30][C:31]([CH3:33])([CH3:32])[CH3:34])=[O:29])([CH2:3][CH3:4])[CH3:1], predict the reactants needed to synthesize it. The reactants are: [CH3:1]/[C:2](/[C:5]1[N:10]=[C:9]2[O:11][C:12]([C:18]3[CH:23]=[CH:22][C:21]([F:24])=[CH:20][CH:19]=3)=[C:13]([C:14](=[O:17])[NH:15][CH3:16])[C:8]2=[CH:7][C:6]=1[C:25]1[CH:26]=[C:27]([CH:35]=[CH:36][CH:37]=1)[C:28]([O:30][C:31]([CH3:34])([CH3:33])[CH3:32])=[O:29])=[CH:3]\[CH3:4].